This data is from Forward reaction prediction with 1.9M reactions from USPTO patents (1976-2016). The task is: Predict the product of the given reaction. Given the reactants Br[C:2]1[CH:7]=[CH:6][CH:5]=[CH:4][C:3]=1[N+:8]([O-:10])=[O:9].[Cl:11][C:12]1[CH:17]=[CH:16][C:15](OB(O)O)=[CH:14][CH:13]=1.C(=O)([O-])[O-].[K+].[K+], predict the reaction product. The product is: [Cl:11][C:12]1[CH:17]=[CH:16][C:15]([C:2]2[CH:7]=[CH:6][CH:5]=[CH:4][C:3]=2[N+:8]([O-:10])=[O:9])=[CH:14][CH:13]=1.